Predict the product of the given reaction. From a dataset of Forward reaction prediction with 1.9M reactions from USPTO patents (1976-2016). (1) Given the reactants I[C:2]1[CH:7]=[CH:6][C:5]([C:8]2[C:16]3[C:15]([OH:17])=[C:14]([C:18]#[N:19])[C:13](=[O:20])[NH:12][C:11]=3[S:10][CH:9]=2)=[CH:4][CH:3]=1.C([O-])([O-])=O.[Cs+].[Cs+].CC1(C)C(C)(C)OB([C:35]2[CH:39]=[CH:38][NH:37][N:36]=2)O1, predict the reaction product. The product is: [OH:17][C:15]1[C:16]2[C:8]([C:5]3[CH:6]=[CH:7][C:2]([C:35]4[CH:39]=[CH:38][NH:37][N:36]=4)=[CH:3][CH:4]=3)=[CH:9][S:10][C:11]=2[NH:12][C:13](=[O:20])[C:14]=1[C:18]#[N:19]. (2) Given the reactants C(O[C@H:5]1[C@H:10]([NH:11][C:12]([NH:14][C:15]([O:17][CH2:18][CH:19]2[C:31]3[CH:30]=[CH:29][CH:28]=[CH:27][C:26]=3[C:25]3[C:20]2=[CH:21][CH:22]=[CH:23][CH:24]=3)=[O:16])=[S:13])[C@@H:9]([O:32][C:33](=[O:35])[CH3:34])[C@H:8]([O:36][C:37](=[O:39])[CH3:38])[C@@H:7]([CH2:40][O:41][C:42](=[O:44])[CH3:43])[O:6]1)(=O)C.Cl[Sn](Cl)(Cl)Cl.C([O-])(O)=O.[Na+], predict the reaction product. The product is: [C:37]([O:36][C@@H:8]1[C@@H:7]([CH2:40][O:41][C:42](=[O:44])[CH3:43])[O:6][C@H:5]2[C@H:10]([N:11]=[C:12]([NH:14][C:15]([O:17][CH2:18][CH:19]3[C:31]4[CH:30]=[CH:29][CH:28]=[CH:27][C:26]=4[C:25]4[C:20]3=[CH:21][CH:22]=[CH:23][CH:24]=4)=[O:16])[S:13]2)[C@H:9]1[O:32][C:33](=[O:35])[CH3:34])(=[O:39])[CH3:38]. (3) Given the reactants Br[C:2]1[CH:7]=[C:6]([F:8])[CH:5]=[CH:4][C:3]=1[S:9]([NH:12][C:13]1[C:22]([C:23]([OH:25])=[O:24])=[C:21]2[C:16]([C:17]3[CH:29]=[CH:28][O:27][C:18]=3[C:19](=[O:26])[NH:20]2)=[CH:15][CH:14]=1)(=[O:11])=[O:10].[CH2:30]([N:32]([CH2:49][CH3:50])[CH2:33]/[CH:34]=[CH:35]\[Sn](CCCC)(CCCC)CCCC)[CH3:31].F[B-](F)(F)F.C([PH+](C(C)(C)C)C(C)(C)C)(C)(C)C, predict the reaction product. The product is: [CH2:30]([N:32]([CH2:49][CH3:50])[CH2:33]/[CH:34]=[CH:35]\[C:2]1[CH:7]=[C:6]([F:8])[CH:5]=[CH:4][C:3]=1[S:9]([NH:12][C:13]1[C:22]([C:23]([OH:25])=[O:24])=[C:21]2[C:16]([C:17]3[CH:29]=[CH:28][O:27][C:18]=3[C:19](=[O:26])[NH:20]2)=[CH:15][CH:14]=1)(=[O:11])=[O:10])[CH3:31]. (4) Given the reactants C[O:2][C:3]([C:5]1[S:25][C:8]2[C:9]3[CH:10]=[CH:11][C:12]([C:16](=[O:24])[NH:17][CH:18]4[CH2:23][CH2:22][CH2:21][CH2:20][CH2:19]4)=[CH:13][C:14]=3[S:15][C:7]=2[C:6]=1[O:26][CH2:27][C:28]([O:30]CC)=[O:29])=[O:4].O, predict the reaction product. The product is: [C:28]([CH2:27][O:26][C:6]1[C:7]2[S:15][C:14]3[CH:13]=[C:12]([C:16](=[O:24])[NH:17][CH:18]4[CH2:23][CH2:22][CH2:21][CH2:20][CH2:19]4)[CH:11]=[CH:10][C:9]=3[C:8]=2[S:25][C:5]=1[C:3]([OH:4])=[O:2])([OH:30])=[O:29]. (5) Given the reactants Cl[C:2]1[CH:11]=[CH:10][C:5]([C:6]([O:8][CH3:9])=[O:7])=[CH:4][N:3]=1.[CH3:12][S-:13].[Na+].O, predict the reaction product. The product is: [CH3:12][S:13][C:2]1[CH:11]=[CH:10][C:5]([C:6]([O:8][CH3:9])=[O:7])=[CH:4][N:3]=1. (6) Given the reactants Cl[C:2]1[C:3]2[C:10]([CH2:11][CH3:12])=[C:9]([CH3:13])[Se:8][C:4]=2[N:5]=[CH:6][N:7]=1.[NH2:14][C:15]1[CH:19]=[C:18]([C:20]([CH3:23])([CH3:22])[CH3:21])[Se:17][C:16]=1[C:24]([NH2:26])=[O:25].CN(C=O)C.[OH-].[Na+], predict the reaction product. The product is: [CH2:11]([C:10]1[C:3]2[C:2]([NH:14][C:15]3[CH:19]=[C:18]([C:20]([CH3:23])([CH3:21])[CH3:22])[Se:17][C:16]=3[C:24]([NH2:26])=[O:25])=[N:7][CH:6]=[N:5][C:4]=2[Se:8][C:9]=1[CH3:13])[CH3:12]. (7) Given the reactants [C:1]([C:3]1[CH:11]=[CH:10][C:6]([C:7]([OH:9])=[O:8])=[C:5]([F:12])[CH:4]=1)#[N:2].[C:13]1(C)C=CC=CC=1.C[Si](C=[N+]=[N-])(C)C.C(OCC)C, predict the reaction product. The product is: [C:1]([C:3]1[CH:11]=[CH:10][C:6]([C:7]([O:9][CH3:13])=[O:8])=[C:5]([F:12])[CH:4]=1)#[N:2].